This data is from TCR-epitope binding with 47,182 pairs between 192 epitopes and 23,139 TCRs. The task is: Binary Classification. Given a T-cell receptor sequence (or CDR3 region) and an epitope sequence, predict whether binding occurs between them. The epitope is RLYYDSMSY. The TCR CDR3 sequence is CASSQDLLAVNYEQYF. Result: 0 (the TCR does not bind to the epitope).